This data is from Acute oral toxicity (LD50) regression data from Zhu et al.. The task is: Regression/Classification. Given a drug SMILES string, predict its toxicity properties. Task type varies by dataset: regression for continuous values (e.g., LD50, hERG inhibition percentage) or binary classification for toxic/non-toxic outcomes (e.g., AMES mutagenicity, cardiotoxicity, hepatotoxicity). Dataset: ld50_zhu. (1) The drug is CC(C)(N)Cc1ccc(Cl)cc1. The rat oral LD50 is 2.87, given as -log10 of the dose in mol/kg body weight (higher means more acutely toxic). (2) The molecule is O=[N+]([O-])c1ccc(ON=Cc2cc(Br)c(O)c(Br)c2)c([N+](=O)[O-])c1. The rat oral LD50 is 2.62, given as -log10 of the dose in mol/kg body weight (higher means more acutely toxic). (3) The molecule is CCOC(=O)N1CCC=C(C=NOC)C1. The rat oral LD50 is 3.03, given as -log10 of the dose in mol/kg body weight (higher means more acutely toxic). (4) The rat oral LD50 is 2.50, given as -log10 of the dose in mol/kg body weight (higher means more acutely toxic). The drug is O=C(O)CCC([N+](=O)[O-])([N+](=O)[O-])[N+](=O)[O-]. (5) The drug is CC=NN(C)C=O. The rat oral LD50 is 2.50, given as -log10 of the dose in mol/kg body weight (higher means more acutely toxic). (6) The molecule is COc1cc2nc(N)sc2cc1OC. The rat oral LD50 is 2.26, given as -log10 of the dose in mol/kg body weight (higher means more acutely toxic). (7) The molecule is CC(C)c1cccc(C(C)C)c1N=C=O. The rat oral LD50 is 2.16, given as -log10 of the dose in mol/kg body weight (higher means more acutely toxic). (8) The drug is C=CO. The rat oral LD50 is 2.84, given as -log10 of the dose in mol/kg body weight (higher means more acutely toxic).